This data is from Catalyst prediction with 721,799 reactions and 888 catalyst types from USPTO. The task is: Predict which catalyst facilitates the given reaction. (1) Reactant: [Br:1][C:2]1[CH:3]=[C:4]2[C:9](=[CH:10][CH:11]=1)[C:8](=[O:12])[NH:7][C:6](=[O:13])[C:5]2=[CH:14]OC.Cl.[NH2:18][CH2:19][C:20]1[CH:21]=[C:22]([O:31][CH2:32][CH2:33][CH3:34])[C:23]([O:27][CH2:28][CH2:29][CH3:30])=[C:24]([OH:26])[CH:25]=1.CCN(CC)CC.O. Product: [Br:1][C:2]1[CH:3]=[C:4]2[C:9](=[CH:10][CH:11]=1)[C:8](=[O:12])[NH:7][C:6](=[O:13])/[C:5]/2=[CH:14]\[NH:18][CH2:19][C:20]1[CH:21]=[C:22]([O:31][CH2:32][CH2:33][CH3:34])[C:23]([O:27][CH2:28][CH2:29][CH3:30])=[C:24]([OH:26])[CH:25]=1. The catalyst class is: 9. (2) The catalyst class is: 1. Product: [F:1][C:2]1[CH:7]=[CH:6][C:5]([S:8][CH2:10][CH2:9][C:11](=[O:12])[CH3:13])=[CH:4][CH:3]=1. Reactant: [F:1][C:2]1[CH:7]=[CH:6][C:5]([SH:8])=[CH:4][CH:3]=1.[CH:9]([C:11]([CH3:13])=[O:12])=[CH2:10].O. (3) Reactant: [C:1]12([NH2:11])[CH2:10][CH:5]3[CH2:6][CH:7]([CH2:9][CH:3]([CH2:4]3)[CH2:2]1)[CH2:8]2.[CH3:12][O:13][C:14]1[CH:19]=[CH:18][C:17]([C:20](=O)[CH3:21])=[CH:16][CH:15]=1.C12(NCC3C=CC(Br)=CC=3)CC3CC(CC(C3)C1)C2. Product: [CH3:12][O:13][C:14]1[CH:19]=[CH:18][C:17]([CH:20]([NH:11][C:1]23[CH2:8][CH:7]4[CH2:6][CH:5]([CH2:4][CH:3]([CH2:9]4)[CH2:2]2)[CH2:10]3)[CH3:21])=[CH:16][CH:15]=1. The catalyst class is: 23. (4) Reactant: [C:1]([O:5][C:6]([N:8]1[CH2:12][CH:11]([CH:13]=O)[CH:10]([CH2:15][C:16]2[CH:21]=[C:20]([F:22])[CH:19]=[C:18]([F:23])[CH:17]=2)[CH2:9]1)=[O:7])([CH3:4])([CH3:3])[CH3:2].[CH3:24][C:25]([O:28][C:29]([CH2:31][CH2:32][CH2:33][NH2:34])=[O:30])([CH3:27])[CH3:26].Cl.CCN(CC)CC.[BH-](OC(C)=O)(OC(C)=O)OC(C)=O.[Na+].CC(O)=O. Product: [C:1]([O:5][C:6]([N:8]1[CH2:9][CH:10]([CH2:15][C:16]2[CH:17]=[C:18]([F:23])[CH:19]=[C:20]([F:22])[CH:21]=2)[CH:11]([CH2:13][NH:34][CH2:33][CH2:32][CH2:31][C:29]([O:28][C:25]([CH3:24])([CH3:26])[CH3:27])=[O:30])[CH2:12]1)=[O:7])([CH3:4])([CH3:2])[CH3:3]. The catalyst class is: 26. (5) Reactant: [F:1][C@H:2]1[C@@H:7]([O:8][C:9]2[CH:16]=[CH:15][C:14]([C:17]3[N:22]=[C:21]([NH:23][C:24]4[CH:29]=[CH:28][C:27]([N:30]5[CH2:35][CH2:34][N:33]([CH:36]6[CH2:39][O:38][CH2:37]6)[CH2:32][CH2:31]5)=[CH:26][CH:25]=4)[N:20]=[CH:19][N:18]=3)=[CH:13][C:10]=2[C:11]#[N:12])[CH2:6][CH2:5][NH:4][CH2:3]1.C(N(CC)C(C)C)(C)C.CN(C(ON1N=NC2C=CC=NC1=2)=[N+](C)C)C.F[P-](F)(F)(F)(F)F.[NH2:73][C:74]1[C:78]([Cl:79])=[C:77]([C:80](O)=[O:81])[NH:76][N:75]=1. Product: [NH2:73][C:74]1[C:78]([Cl:79])=[C:77]([C:80]([N:4]2[CH2:5][CH2:6][C@H:7]([O:8][C:9]3[CH:16]=[CH:15][C:14]([C:17]4[N:22]=[C:21]([NH:23][C:24]5[CH:29]=[CH:28][C:27]([N:30]6[CH2:31][CH2:32][N:33]([CH:36]7[CH2:39][O:38][CH2:37]7)[CH2:34][CH2:35]6)=[CH:26][CH:25]=5)[N:20]=[CH:19][N:18]=4)=[CH:13][C:10]=3[C:11]#[N:12])[C@H:2]([F:1])[CH2:3]2)=[O:81])[NH:76][N:75]=1. The catalyst class is: 139.